This data is from Catalyst prediction with 721,799 reactions and 888 catalyst types from USPTO. The task is: Predict which catalyst facilitates the given reaction. (1) Reactant: [N+:1]([C:4]1[CH:9]=[CH:8][C:7]([NH2:10])=[CH:6][C:5]=1[N:11]1[CH2:16][CH2:15][CH2:14][CH2:13][CH2:12]1)([O-:3])=[O:2].CCN(C(C)C)C(C)C.[C:26](Cl)(=[O:28])[CH3:27]. Product: [N+:1]([C:4]1[CH:9]=[CH:8][C:7]([NH:10][C:26](=[O:28])[CH3:27])=[CH:6][C:5]=1[N:11]1[CH2:16][CH2:15][CH2:14][CH2:13][CH2:12]1)([O-:3])=[O:2]. The catalyst class is: 2. (2) Reactant: [CH3:1][O:2][C:3]1[CH:4]=[C:5](/[C:9](/[C:13]2[CH:18]=[CH:17][CH:16]=[CH:15][N:14]=2)=[CH:10]\[C:11]#[N:12])[CH:6]=[CH:7][CH:8]=1. Product: [CH3:1][O:2][C:3]1[CH:4]=[C:5]([CH:9]([C:13]2[CH:18]=[CH:17][CH:16]=[CH:15][N:14]=2)[CH2:10][C:11]#[N:12])[CH:6]=[CH:7][CH:8]=1. The catalyst class is: 50. (3) Reactant: C(OC([N:8]1[CH2:13][CH2:12][CH:11]([C:14](=[O:35])[C:15]2[CH:20]=[CH:19][C:18]([S:21]([C:24]3[CH:33]=[CH:32][C:31]4[C:26](=[CH:27][CH:28]=[C:29]([Br:34])[CH:30]=4)[CH:25]=3)(=[O:23])=[O:22])=[CH:17][CH:16]=2)[CH2:10][CH2:9]1)=O)(C)(C)C.[ClH:36]. Product: [ClH:36].[Br:34][C:29]1[CH:30]=[C:31]2[C:26](=[CH:27][CH:28]=1)[CH:25]=[C:24]([S:21]([C:18]1[CH:19]=[CH:20][C:15]([C:14]([CH:11]3[CH2:10][CH2:9][NH:8][CH2:13][CH2:12]3)=[O:35])=[CH:16][CH:17]=1)(=[O:23])=[O:22])[CH:33]=[CH:32]2. The catalyst class is: 25. (4) Reactant: [CH2:1]([N:3]1[CH2:20][C@H:19]([CH3:21])[N:18]2[C:5](=[C:6]([O:22][CH3:23])[C:7]3[C:12](=[O:13])[NH:11][N:10]=[C:9]([C:14]([NH:16][CH3:17])=[O:15])[C:8]=32)[C:4]1=[O:24])[CH3:2].C[Si]([N-][Si](C)(C)C)(C)C.[Li+].[Cl:35][C:36]1[CH:37]=[C:38]([CH:41]=[CH:42][C:43]=1[F:44])[CH2:39]Br. Product: [Cl:35][C:36]1[CH:37]=[C:38]([CH:41]=[CH:42][C:43]=1[F:44])[CH2:39][N:11]1[C:12](=[O:13])[C:7]2[C:6]([O:22][CH3:23])=[C:5]3[C:4](=[O:24])[N:3]([CH2:1][CH3:2])[CH2:20][C@H:19]([CH3:21])[N:18]3[C:8]=2[C:9]([C:14]([NH:16][CH3:17])=[O:15])=[N:10]1. The catalyst class is: 3. (5) Reactant: [C:1]([O:4][CH2:5][CH2:6]Br)(=[O:3])[CH3:2].[NH2:8][C:9]1[N:13]([CH2:14][CH2:15][O:16][Si:17]([C:20]([CH3:23])([CH3:22])[CH3:21])([CH3:19])[CH3:18])[N:12]=[C:11]([OH:24])[C:10]=1[C:25]1[CH:30]=[CH:29][C:28]([CH3:31])=[CH:27][CH:26]=1.C(=O)([O-])[O-].[Cs+].[Cs+]. Product: [C:1]([O:4][CH2:5][CH2:6][O:24][C:11]1[C:10]([C:25]2[CH:26]=[CH:27][C:28]([CH3:31])=[CH:29][CH:30]=2)=[C:9]([NH2:8])[N:13]([CH2:14][CH2:15][O:16][Si:17]([C:20]([CH3:23])([CH3:22])[CH3:21])([CH3:19])[CH3:18])[N:12]=1)(=[O:3])[CH3:2]. The catalyst class is: 9. (6) Reactant: [C@@H:1]1([N:9]2[C:18]3[N:17]=[CH:16][N:15]=[C:13]([NH2:14])[C:12]=3[N:11]=[CH:10]2)[O:8][C@H:5]([CH2:6][OH:7])[C@@H:3]([OH:4])[CH2:2]1.N1C=CC=C[CH:20]=1.[C:25]1(C)[CH:30]=[CH:29][C:28]([S:31](Cl)(=[O:33])=[O:32])=[CH:27][CH:26]=1.CO. Product: [C:27]1([CH3:20])[C:28]([S:31]([CH:6]([OH:7])[C@H:5]2[O:8][C@@H:1]([N:9]3[C:18]4[N:17]=[CH:16][N:15]=[C:13]([NH2:14])[C:12]=4[N:11]=[CH:10]3)[CH2:2][C@@H:3]2[OH:4])(=[O:32])=[O:33])=[CH:29][CH:30]=[CH:25][CH:26]=1. The catalyst class is: 2. (7) Reactant: [CH3:1]I.[CH2:3]([C:5]1[C:14]2[C:13](=[O:15])[NH:12][C:11](=[S:16])[NH:10][C:9]=2[O:8][C:7](=[O:17])[CH:6]=1)[CH3:4].O. Product: [CH2:3]([C:5]1[C:14]2[C:13](=[O:15])[NH:12][C:11]([S:16][CH3:1])=[N:10][C:9]=2[O:8][C:7](=[O:17])[CH:6]=1)[CH3:4]. The catalyst class is: 3. (8) Reactant: [F:1][C:2]([F:11])([F:10])[C:3]1[CH:9]=[CH:8][C:6]([NH2:7])=[CH:5][CH:4]=1.C(N(CC)CC)C.[Cl-].ClC1N(C)CC[NH+]1C.[CH3:28][C:29]1[C:34](=[O:35])[C:33]([CH3:36])=[C:32]([CH3:37])[C:31](=[O:38])[C:30]=1[CH2:39][C:40]1[CH:41]=[CH:42][C:43]([O:49][C:50](=[O:52])[CH3:51])=[C:44]([CH:48]=1)[C:45](O)=[O:46]. Product: [CH3:28][C:29]1[C:34](=[O:35])[C:33]([CH3:36])=[C:32]([CH3:37])[C:31](=[O:38])[C:30]=1[CH2:39][C:40]1[CH:41]=[CH:42][C:43]([O:49][C:50](=[O:52])[CH3:51])=[C:44]([CH:48]=1)[C:45]([NH:7][C:6]1[CH:8]=[CH:9][C:3]([C:2]([F:10])([F:11])[F:1])=[CH:4][CH:5]=1)=[O:46]. The catalyst class is: 2.